From a dataset of Catalyst prediction with 721,799 reactions and 888 catalyst types from USPTO. Predict which catalyst facilitates the given reaction. (1) Reactant: [CH3:1][CH:2]1[NH:6][C:5]([C:7]2[CH:12]=[C:11]([O:13][C:14]3[CH:15]=[C:16]4[C:21](=[CH:22][CH:23]=3)[N:20]=[CH:19][C:18]([C:24]([NH:26][C:27]3[CH:32]=[C:31]([C:33]([F:36])([F:35])[F:34])[CH:30]=[C:29]([O:37][CH2:38][CH2:39][N:40]5[CH2:44][CH2:43][CH2:42][CH2:41]5)[CH:28]=3)=[O:25])=[CH:17]4)[CH:10]=[CH:9][N:8]=2)=[N:4][CH2:3]1.CC(OI1(OC(C)=O)(OC(C)=O)OC(=O)C2C=CC=CC1=2)=O.[O-]S([O-])(=S)=O.[Na+].[Na+].C([O-])(O)=O.[Na+]. Product: [CH3:1][C:2]1[NH:6][C:5]([C:7]2[CH:12]=[C:11]([O:13][C:14]3[CH:15]=[C:16]4[C:21](=[CH:22][CH:23]=3)[N:20]=[CH:19][C:18]([C:24]([NH:26][C:27]3[CH:32]=[C:31]([C:33]([F:34])([F:36])[F:35])[CH:30]=[C:29]([O:37][CH2:38][CH2:39][N:40]5[CH2:41][CH2:42][CH2:43][CH2:44]5)[CH:28]=3)=[O:25])=[CH:17]4)[CH:10]=[CH:9][N:8]=2)=[N:4][CH:3]=1. The catalyst class is: 2. (2) Reactant: [CH2:1](N(CC)CC)C.[OH:8][C:9]1[CH:13]=[CH:12][NH:11][N:10]=1.[C:14](O[C:14]([O:16][CH2:17][CH3:18])=[O:15])([O:16][CH2:17][CH3:18])=[O:15]. Product: [OH:8][C:9]1[CH:13]=[C:12]([CH3:1])[N:11]([C:14]([O:16][CH2:17][CH3:18])=[O:15])[N:10]=1. The catalyst class is: 8. (3) Reactant: C(N(CC)CC)C.[C:8](Cl)(=[O:10])[CH3:9].[NH2:12][C:13]([NH:15][C:16]1[NH:17][C:18]([C:24]2[CH:29]=[CH:28][CH:27]=[CH:26][C:25]=2[OH:30])=[CH:19][C:20]=1[C:21]([NH2:23])=[O:22])=[O:14]. Product: [NH2:12][C:13]([NH:15][C:16]1[NH:17][C:18]([C:24]2[CH:29]=[CH:28][CH:27]=[CH:26][C:25]=2[O:30][C:8](=[O:10])[CH3:9])=[CH:19][C:20]=1[C:21]([NH2:23])=[O:22])=[O:14]. The catalyst class is: 9. (4) Reactant: C([O:8][C:9]1[C:18]2[C:13](=[CH:14][CH:15]=[CH:16][CH:17]=2)[N:12]=[C:11]([CH2:19][O:20][C:21]2[CH:26]=[CH:25][C:24]([CH2:27][CH2:28][C:29]3([OH:34])[CH2:33][CH2:32][CH2:31][CH2:30]3)=[CH:23][CH:22]=2)[C:10]=1[CH3:35])C1C=CC=CC=1. Product: [OH:34][C:29]1([CH2:28][CH2:27][C:24]2[CH:25]=[CH:26][C:21]([O:20][CH2:19][C:11]3[NH:12][C:13]4[C:18]([C:9](=[O:8])[C:10]=3[CH3:35])=[CH:17][CH:16]=[CH:15][CH:14]=4)=[CH:22][CH:23]=2)[CH2:30][CH2:31][CH2:32][CH2:33]1. The catalyst class is: 791. (5) Reactant: FC(F)(F)C(O)=O.FC(F)(F)C(O)=O.[CH2:15]([O:17][C:18](=[O:25])[C@@H:19]1[CH2:23][CH2:22][C@H:21]([CH3:24])[NH:20]1)[CH3:16].C([Mg]Br)C.C(N(CC)CC)C.[CH3:37][C:38]([O:41][C:42](O[C:42]([O:41][C:38]([CH3:40])([CH3:39])[CH3:37])=[O:43])=[O:43])([CH3:40])[CH3:39]. Product: [CH3:24][C@@H:21]1[NH:20][C@H:19]([C:18]([O:17][CH2:15][CH3:16])=[O:25])[CH2:23][CH2:22]1.[CH3:16][CH2:15][O:17][C:18]([CH:19]1[CH2:23][CH2:22][CH:21]([CH3:24])[N:20]1[C:42]([O:41][C:38]([CH3:40])([CH3:39])[CH3:37])=[O:43])=[O:25]. The catalyst class is: 166. (6) Reactant: [Br:1]Br.[CH3:3][O:4][C:5]1[CH:10]=[CH:9][C:8]([CH2:11][CH2:12][C:13]#[N:14])=[C:7]([CH3:15])[CH:6]=1.C([O-])(=O)C.[Na+]. Product: [Br:1][C:10]1[C:5]([O:4][CH3:3])=[CH:6][C:7]([CH3:15])=[C:8]([CH2:11][CH2:12][C:13]#[N:14])[CH:9]=1. The catalyst class is: 22. (7) Reactant: [CH2:1]([N:8]([CH2:30][CH2:31][C:32]1[CH:37]=[CH:36][CH:35]=[CH:34][C:33]=1[O:38][CH3:39])[C:9](=[O:29])[CH2:10][C:11]1[CH:28]=[CH:27][C:14]([O:15][CH2:16][C:17]2[CH:26]=[CH:25][CH:24]=[CH:23][C:18]=2[C:19]([O:21]C)=[O:20])=[CH:13][CH:12]=1)[CH2:2][CH2:3][CH2:4][CH2:5][CH2:6][CH3:7].[OH-].[K+]. Product: [CH2:1]([N:8]([CH2:30][CH2:31][C:32]1[CH:37]=[CH:36][CH:35]=[CH:34][C:33]=1[O:38][CH3:39])[C:9](=[O:29])[CH2:10][C:11]1[CH:28]=[CH:27][C:14]([O:15][CH2:16][C:17]2[CH:26]=[CH:25][CH:24]=[CH:23][C:18]=2[C:19]([OH:21])=[O:20])=[CH:13][CH:12]=1)[CH2:2][CH2:3][CH2:4][CH2:5][CH2:6][CH3:7]. The catalyst class is: 14. (8) Reactant: [CH:1]([NH2:4])([CH3:3])[CH3:2].C(N(CC)CC)C.Cl[CH2:13][C:14]1[N:15]=[C:16]([CH:19]2[CH2:24][CH:23]([C:25]3[CH:30]=[CH:29][C:28]([CH2:31][CH3:32])=[CH:27][CH:26]=3)[CH2:22][N:21]([C:33]([N:35]3[CH2:40][CH2:39][O:38][CH2:37][CH2:36]3)=[O:34])[CH2:20]2)[S:17][CH:18]=1. Product: [CH2:31]([C:28]1[CH:27]=[CH:26][C:25]([CH:23]2[CH2:24][CH:19]([C:16]3[S:17][CH:18]=[C:14]([CH2:13][NH:4][CH:1]([CH3:3])[CH3:2])[N:15]=3)[CH2:20][N:21]([C:33]([N:35]3[CH2:40][CH2:39][O:38][CH2:37][CH2:36]3)=[O:34])[CH2:22]2)=[CH:30][CH:29]=1)[CH3:32]. The catalyst class is: 60. (9) Reactant: [F:1][C:2]1[CH:3]=[C:4]([CH:8]=[CH:9][C:10]=1[O:11][CH3:12])[C:5]([NH2:7])=[NH:6].C([O:15][C:16]([CH:18]1[CH2:22][CH2:21][N:20]=[C:19]1OCC)=O)C. Product: [F:1][C:2]1[CH:3]=[C:4]([C:5]2[N:7]=[C:16]([OH:15])[C:18]3[CH2:22][CH2:21][NH:20][C:19]=3[N:6]=2)[CH:8]=[CH:9][C:10]=1[O:11][CH3:12]. The catalyst class is: 11.